This data is from Full USPTO retrosynthesis dataset with 1.9M reactions from patents (1976-2016). The task is: Predict the reactants needed to synthesize the given product. (1) Given the product [C:434]([NH:1][CH2:2][C:3]([OH:4])=[O:450])([O:436][C:437]([CH3:440])([CH3:439])[CH3:438])=[O:435], predict the reactants needed to synthesize it. The reactants are: [NH:1]([C:434]([O:436][C:437]([CH3:440])([CH3:439])[CH3:438])=[O:435])[CH2:2][C:3](N[C@H](C(N[C@H](C(N[C@H](C(N[C@H](C(N[C@H](C(N1CCC[C@H]1C(N[C@H](C(N[C@H](C(N[C@H](C(N[C@H](C(N[C@H](C(N[C@H](C(N[C@H](C(N[C@H](C(N[C@H](C(N[C@H](C(N[C@H](C(N[C@H](C(N[C@H](C(N1CCC[C@H]1C(N1CCC[C@H]1C(N[C@H](C(N[C@H](C(N[C@H](C(N[C@H](C(N1CCC[C@H]1C(N[C@H](C(O)=O)CCCNC(=N)NS(C1C(C)=C(C)C2OC(C)(C)CCC=2C=1C)(=O)=O)=O)=O)CCC(=O)NC(C1C=CC=CC=1)(C1C=CC=CC=1)C1C=CC=CC=1)=O)CC(C)C)=O)CCCCNC(OC(C)(C)C)=O)=O)C)=O)=O)=O)CCCCNC(OC(C)(C)C)=O)=O)CCCCNC(OC(C)(C)C)=O)=O)COC(C)(C)C)=O)CCC(=O)OC(C)(C)C)=O)CCCCNC(OC(C)(C)C)=O)=O)CCCNC(=N)NS(C1C(C)=C(C)C2OC(C)(C)CCC=2C=1C)(=O)=O)=O)CCC(=O)NC(C1C=CC=CC=1)(C1C=CC=CC=1)C1C=CC=CC=1)=O)CCC(=O)NC(C1C=CC=CC=1)(C1C=CC=CC=1)C1C=CC=CC=1)=O)C(C)C)=O)CCCNC(=N)NS(C1C(C)=C(C)C2OC(C)(C)CCC=2C=1C)(=O)=O)=O)CCC(=O)NC(C1C=CC=CC=1)(C1C=CC=CC=1)C1C=CC=CC=1)=O)CC1N=CN(C(OC(C)(C)C)=O)C=1)=O)CCC(=O)OC(C)(C)C)=O)=O)COC(C)(C)C)=O)CC(C)C)=O)CC1C=CC=CC=1)=O)COC(C1C=CC=CC=1)(C1C=CC=CC=1)C1C=CC=CC=1)=O)COC(C)(C)C)=[O:4].N(C(OCC1C2C(=CC=CC=2)C2C1=CC=CC=2)=O)[C@H](C(O)=O)CCCNC(=N)NS(C1C(C)=C(C)C2OC(C)(C)CCC=2C=1C)(=O)=[O:450]. (2) The reactants are: [F:1][C:2]1[CH:3]=[CH:4][C:5]2[N:9]=[C:8]([C@@H:10]([NH2:12])[CH3:11])[N:7]([CH:13]([CH3:15])[CH3:14])[C:6]=2[C:16]=1[C:17]1[CH:22]=[CH:21][CH:20]=[CH:19][N:18]=1.[NH2:23][C:24]1[C:29]([C:30]#[N:31])=[C:28](Cl)[N:27]=[CH:26][N:25]=1.CCN(C(C)C)C(C)C. Given the product [NH2:23][C:24]1[C:29]([C:30]#[N:31])=[C:28]([NH:12][C@H:10]([C:8]2[N:7]([CH:13]([CH3:14])[CH3:15])[C:6]3[C:16]([C:17]4[CH:22]=[CH:21][CH:20]=[CH:19][N:18]=4)=[C:2]([F:1])[CH:3]=[CH:4][C:5]=3[N:9]=2)[CH3:11])[N:27]=[CH:26][N:25]=1, predict the reactants needed to synthesize it. (3) Given the product [C:35]([NH:34][C:30]1[CH:29]=[C:28]([C:2]2[N:3]([CH2:12][O:13][CH2:14][CH2:15][Si:16]([CH3:19])([CH3:18])[CH3:17])[C:4]([C:8]([O:10][CH3:11])=[O:9])=[C:5]([Br:7])[N:6]=2)[CH:33]=[CH:32][N:31]=1)(=[O:37])[CH3:36], predict the reactants needed to synthesize it. The reactants are: Br[C:2]1[N:3]([CH2:12][O:13][CH2:14][CH2:15][Si:16]([CH3:19])([CH3:18])[CH3:17])[C:4]([C:8]([O:10][CH3:11])=[O:9])=[C:5]([Br:7])[N:6]=1.CC1(C)C(C)(C)OB([C:28]2[CH:33]=[CH:32][N:31]=[C:30]([NH:34][C:35](=[O:37])[CH3:36])[CH:29]=2)O1. (4) The reactants are: [NH2:1][C:2]1[S:3][C:4]2[C:31](=[O:32])[CH2:30][CH2:29][CH2:28][C:5]=2[C:6]=1[C:7]([N:9]1[CH2:14][CH2:13][CH:12]([N:15]2[CH2:27][CH2:26][CH2:25][C:17]3([C:21](=[O:22])[O:20][C:19]([CH3:24])([CH3:23])[CH2:18]3)[CH2:16]2)[CH2:11][CH2:10]1)=[O:8].[CH2:33]([N:35]=[C:36]=[O:37])[CH3:34].C(OC(C)C)(C)C. Given the product [CH3:24][C:19]1([CH3:23])[CH2:18][C:17]2([CH2:25][CH2:26][CH2:27][N:15]([CH:12]3[CH2:13][CH2:14][N:9]([C:7]([C:6]4[C:5]5[CH2:28][CH2:29][CH2:30][C:31](=[O:32])[C:4]=5[S:3][C:2]=4[NH:1][C:36]([NH:35][CH2:33][CH3:34])=[O:37])=[O:8])[CH2:10][CH2:11]3)[CH2:16]2)[C:21](=[O:22])[O:20]1, predict the reactants needed to synthesize it.